Dataset: Forward reaction prediction with 1.9M reactions from USPTO patents (1976-2016). Task: Predict the product of the given reaction. (1) The product is: [CH3:16][S:1]([O-:4])(=[O:3])=[O:2].[NH4+:5].[S:12]([O-:17])([O-:15])(=[O:14])=[O:13].[NH4+:5].[NH4+:5]. Given the reactants [S:1]([O-:4])([O-:3])=[O:2].[NH4+:5].[NH4+].S([O-])(O)=O.[NH4+].[S:12]([O:17]C)([O:15][CH3:16])(=[O:14])=[O:13], predict the reaction product. (2) Given the reactants [O:1]1[C:5]2[CH:6]=[CH:7][C:8]([C@@H:10]([CH2:37][C:38]([O:40][CH2:41]C)=[O:39])[NH:11][C:12](=[O:36])[NH:13][C@@H:14]([CH2:32][CH2:33][CH2:34][CH3:35])[CH2:15][O:16][C:17](=[O:31])[N:18]([CH2:25][C:26]3[S:27][CH:28]=[CH:29][CH:30]=3)[CH2:19][C:20]3[S:21][CH:22]=[CH:23][CH:24]=3)=[CH:9][C:4]=2[O:3][CH2:2]1, predict the reaction product. The product is: [O:1]1[C:5]2[CH:6]=[CH:7][C:8]([C@@H:10]([CH2:37][C:38]([O:40][CH3:41])=[O:39])[NH:11][C:12](=[O:36])[NH:13][C@@H:14]([CH2:32][CH2:33][CH2:34][CH3:35])[CH2:15][O:16][C:17](=[O:31])[N:18]([CH2:19][C:20]3[S:21][CH:22]=[CH:23][CH:24]=3)[CH2:25][C:26]3[S:27][CH:28]=[CH:29][CH:30]=3)=[CH:9][C:4]=2[O:3][CH2:2]1.